Task: Predict the reaction yield, written as a fraction of the theoretical maximum amount of product (1.0 means a 100% yield; for example, 0.34 means a 34% yield).. Dataset: Reaction yield outcomes from USPTO patents with 853,638 reactions (1) The reactants are [Cl:1][C:2]1[CH:7]=[CH:6][C:5]([CH:8]2[CH2:13][C:12](=[O:14])[N:11]([CH3:15])[C:10]([CH3:16])=[C:9]2[C:17]([O:19]C)=[O:18])=[CH:4][CH:3]=1.[OH-].[Na+].O.CCOC(C)=O. The catalyst is CO. The product is [Cl:1][C:2]1[CH:3]=[CH:4][C:5]([CH:8]2[CH2:13][C:12](=[O:14])[N:11]([CH3:15])[C:10]([CH3:16])=[C:9]2[C:17]([OH:19])=[O:18])=[CH:6][CH:7]=1. The yield is 0.750. (2) The reactants are [N:1]([C:4]1[CH:9]=[CH:8][CH:7]=[C:6]([S:10][C:11]([F:14])([F:13])[F:12])[CH:5]=1)=[C:2]=[O:3].[C:15]([N:19]1[CH2:24][CH2:23][N:22](C(OC(C)(C)C)=O)[C@@H:21]([C:32]([N:34]2[CH2:39][CH2:38][NH:37][CH2:36][CH2:35]2)=[O:33])[CH2:20]1)([CH3:18])([CH3:17])[CH3:16]. The catalyst is C1COCC1. The product is [NH3:1].[CH3:2][OH:3].[C:15]([N:19]1[CH2:24][CH2:23][NH:22][C@@H:21]([C:32]([N:34]2[CH2:39][CH2:38][N:37]([C:2]([NH:1][C:4]3[CH:9]=[CH:8][CH:7]=[C:6]([S:10][C:11]([F:14])([F:12])[F:13])[CH:5]=3)=[O:3])[CH2:36][CH2:35]2)=[O:33])[CH2:20]1)([CH3:18])([CH3:16])[CH3:17]. The yield is 0.100. (3) The reactants are [CH2:1]([N:8](C)[CH2:9][C@H:10]([NH:17][C:18](=[O:24])[O:19][C:20]([CH3:23])([CH3:22])[CH3:21])[C:11]1[CH:16]=[CH:15][CH:14]=[CH:13][CH:12]=1)C1C=CC=CC=1. The catalyst is CO.[Pd]. The product is [CH3:1][NH:8][CH2:9][C@H:10]([NH:17][C:18](=[O:24])[O:19][C:20]([CH3:22])([CH3:21])[CH3:23])[C:11]1[CH:16]=[CH:15][CH:14]=[CH:13][CH:12]=1. The yield is 0.990. (4) The reactants are [Si:1]([O:8][C@@H:9]1[C@H:13]([CH2:14][O:15][Si:16]([C:19]([CH3:22])([CH3:21])[CH3:20])([CH3:18])[CH3:17])[CH2:12][C@@H:11]([NH:23][C:24]2[C:29]([Cl:30])=[CH:28][N:27]=[C:26]([NH2:31])[C:25]=2[N+:32]([O-])=O)[CH2:10]1)([C:4]([CH3:7])([CH3:6])[CH3:5])([CH3:3])[CH3:2].C(O)(=O)C. The catalyst is [Zn]. The product is [Si:1]([O:8][C@@H:9]1[C@H:13]([CH2:14][O:15][Si:16]([C:19]([CH3:22])([CH3:21])[CH3:20])([CH3:18])[CH3:17])[CH2:12][C@@H:11]([NH:23][C:24]2[C:29]([Cl:30])=[CH:28][N:27]=[C:26]([NH2:31])[C:25]=2[NH2:32])[CH2:10]1)([C:4]([CH3:5])([CH3:6])[CH3:7])([CH3:3])[CH3:2]. The yield is 0.900.